From a dataset of Catalyst prediction with 721,799 reactions and 888 catalyst types from USPTO. Predict which catalyst facilitates the given reaction. (1) Reactant: [CH3:1][O:2][C:3]1[CH:4]=[C:5]2[C:10](=[CH:11][C:12]=1[O:13][CH3:14])[N:9]=[CH:8][N:7]=[C:6]2[O:15][C:16]1[CH:22]=[CH:21][C:19]([NH2:20])=[CH:18][CH:17]=1.C(N(CC)CC)C.ClC(Cl)(O[C:34](=[O:40])OC(Cl)(Cl)Cl)Cl.[CH2:42]([N:46]([CH2:50][CH2:51][CH2:52][CH3:53])[CH2:47][CH2:48][NH2:49])[CH2:43][CH2:44][CH3:45]. Product: [CH2:42]([N:46]([CH2:50][CH2:51][CH2:52][CH3:53])[CH2:47][CH2:48][NH:49][C:34]([NH:20][C:19]1[CH:21]=[CH:22][C:16]([O:15][C:6]2[C:5]3[C:10](=[CH:11][C:12]([O:13][CH3:14])=[C:3]([O:2][CH3:1])[CH:4]=3)[N:9]=[CH:8][N:7]=2)=[CH:17][CH:18]=1)=[O:40])[CH2:43][CH2:44][CH3:45]. The catalyst class is: 146. (2) Reactant: [CH3:1][C:2]1[CH:11]=[CH:10][C:9]2[C:4](=[CH:5][CH:6]=[CH:7][C:8]=2[N:12]2[CH2:17][CH2:16][N:15]([CH2:18][CH2:19][C:20]3[C:29]4[O:28][CH2:27][C:26](=[O:30])[N:25]([CH2:31][C:32]([O:34]C)=[O:33])[C:24]=4[CH:23]=[CH:22][CH:21]=3)[CH2:14][CH2:13]2)[N:3]=1.[OH-].[Na+].O. Product: [NH3:3].[CH3:1][C:2]1[CH:11]=[CH:10][C:9]2[C:4](=[CH:5][CH:6]=[CH:7][C:8]=2[N:12]2[CH2:13][CH2:14][N:15]([CH2:18][CH2:19][C:20]3[C:29]4[O:28][CH2:27][C:26](=[O:30])[N:25]([CH2:31][C:32]([OH:34])=[O:33])[C:24]=4[CH:23]=[CH:22][CH:21]=3)[CH2:16][CH2:17]2)[N:3]=1. The catalyst class is: 5. (3) Reactant: [Cl:1][C:2]1[O:6][C:5]([C:7]([NH:9][C@@H:10]([CH2:23][C:24]2[CH:29]=[CH:28][CH:27]=[CH:26][C:25]=2[C:30]([F:33])([F:32])[F:31])[CH2:11][N:12]2C(=O)C3C(=CC=CC=3)C2=O)=[O:8])=[CH:4][C:3]=1[C:34]1[N:38]([CH3:39])[N:37]=[CH:36][C:35]=1[Cl:40].NN. Product: [NH2:12][CH2:11][C@@H:10]([NH:9][C:7]([C:5]1[O:6][C:2]([Cl:1])=[C:3]([C:34]2[N:38]([CH3:39])[N:37]=[CH:36][C:35]=2[Cl:40])[CH:4]=1)=[O:8])[CH2:23][C:24]1[CH:29]=[CH:28][CH:27]=[CH:26][C:25]=1[C:30]([F:33])([F:32])[F:31]. The catalyst class is: 83.